This data is from Forward reaction prediction with 1.9M reactions from USPTO patents (1976-2016). The task is: Predict the product of the given reaction. (1) Given the reactants [OH:1][CH2:2][C:3]1[CH:8]=[CH:7][C:6]([C:9]2([C:12]([N:14]3[CH2:18][CH2:17][C@@:16]4([C:22]5[CH:23]=[CH:24][CH:25]=[CH:26][C:21]=5[C:20](=[O:27])[O:19]4)[CH2:15]3)=[O:13])[CH2:11][CH2:10]2)=[CH:5][CH:4]=1.C1(P(C2C=CC=CC=2)C2C=CC=CC=2)C=CC=CC=1.O[C:48]1[CH:53]=[CH:52][CH:51]=[CH:50][N:49]=1.O1CCCC1.N(C(OC(C)C)=O)=NC(OC(C)C)=O, predict the reaction product. The product is: [N:49]1[CH:50]=[CH:51][CH:52]=[CH:53][C:48]=1[O:1][CH2:2][C:3]1[CH:8]=[CH:7][C:6]([C:9]2([C:12]([N:14]3[CH2:18][CH2:17][C@@:16]4([C:22]5[CH:23]=[CH:24][CH:25]=[CH:26][C:21]=5[C:20](=[O:27])[O:19]4)[CH2:15]3)=[O:13])[CH2:11][CH2:10]2)=[CH:5][CH:4]=1. (2) Given the reactants Br[C:2]1[S:3][C:4]2[C:10]([O:11][S:12]([C:15]([F:18])([F:17])[F:16])(=[O:14])=[O:13])=[C:9]([C@H:19]([O:25][C:26]([CH3:29])([CH3:28])[CH3:27])[C:20]([O:22][CH2:23][CH3:24])=[O:21])[C:8]([CH3:30])=[CH:7][C:5]=2[N:6]=1.C(=O)([O-])[O-].[K+].[K+].[C:37]1(B(O)O)[CH2:41][CH2:40][CH2:39][CH:38]=1, predict the reaction product. The product is: [C:26]([O:25][C@@H:19]([C:9]1[C:8]([CH3:30])=[CH:7][C:5]2[N:6]=[C:2]([C:37]3[CH2:41][CH2:40][CH2:39][CH:38]=3)[S:3][C:4]=2[C:10]=1[O:11][S:12]([C:15]([F:18])([F:17])[F:16])(=[O:14])=[O:13])[C:20]([O:22][CH2:23][CH3:24])=[O:21])([CH3:29])([CH3:28])[CH3:27].